Dataset: NCI-60 drug combinations with 297,098 pairs across 59 cell lines. Task: Regression. Given two drug SMILES strings and cell line genomic features, predict the synergy score measuring deviation from expected non-interaction effect. (1) Cell line: OVCAR3. Drug 2: CC1CCC2CC(C(=CC=CC=CC(CC(C(=O)C(C(C(=CC(C(=O)CC(OC(=O)C3CCCCN3C(=O)C(=O)C1(O2)O)C(C)CC4CCC(C(C4)OC)OP(=O)(C)C)C)C)O)OC)C)C)C)OC. Synergy scores: CSS=17.7, Synergy_ZIP=0.940, Synergy_Bliss=5.02, Synergy_Loewe=2.76, Synergy_HSA=6.54. Drug 1: CC1(CCCN1)C2=NC3=C(C=CC=C3N2)C(=O)N. (2) Drug 1: C1=C(C(=O)NC(=O)N1)F. Drug 2: CCCCCOC(=O)NC1=NC(=O)N(C=C1F)C2C(C(C(O2)C)O)O. Cell line: NCI-H460. Synergy scores: CSS=35.7, Synergy_ZIP=-3.68, Synergy_Bliss=-10.8, Synergy_Loewe=-13.2, Synergy_HSA=-9.75.